From a dataset of Full USPTO retrosynthesis dataset with 1.9M reactions from patents (1976-2016). Predict the reactants needed to synthesize the given product. (1) Given the product [I:1][C:2]1[C:3](=[O:22])[C:4]2[CH:5]=[CH:6][N:7]3[C:20](=[O:21])[N:19]([CH3:23])[N:18]=[C:8]3[C:9]=2[O:10][C:11]=1[C:12]1[CH:13]=[CH:14][CH:15]=[CH:16][CH:17]=1, predict the reactants needed to synthesize it. The reactants are: [I:1][C:2]1[C:3](=[O:22])[C:4]2[CH:5]=[CH:6][N:7]3[C:20](=[O:21])[NH:19][N:18]=[C:8]3[C:9]=2[O:10][C:11]=1[C:12]1[CH:17]=[CH:16][CH:15]=[CH:14][CH:13]=1.[C:23](=O)([O-])[O-].[Cs+].[Cs+].IC. (2) Given the product [C:1]([O:5][C:6](=[O:33])[CH2:7][N:8]([C:26]([O:28][C:29]([CH3:32])([CH3:31])[CH3:30])=[O:27])[C:9]1[CH:14]=[CH:13][CH:12]=[C:11]([CH:15]([CH2:66][C:64]2[S:63][C:62]3[CH:68]=[C:58]([O:57][CH3:56])[CH:59]=[CH:60][C:61]=3[CH:65]=2)[NH:16][S:17]([C:20]2[CH:21]=[N:22][CH:23]=[CH:24][CH:25]=2)(=[O:18])=[O:19])[N:10]=1)([CH3:4])([CH3:3])[CH3:2], predict the reactants needed to synthesize it. The reactants are: [C:1]([O:5][C:6](=[O:33])[CH2:7][N:8]([C:26]([O:28][C:29]([CH3:32])([CH3:31])[CH3:30])=[O:27])[C:9]1[CH:14]=[CH:13][CH:12]=[C:11]([CH2:15][NH:16][S:17]([C:20]2[CH:21]=[N:22][CH:23]=[CH:24][CH:25]=2)(=[O:19])=[O:18])[N:10]=1)([CH3:4])([CH3:3])[CH3:2].S1C=CN=C1C1C=CC(CNS(C2C=NC=CC=2)(=O)=O)=CC=1.[CH3:56][O:57][C:58]1[CH:59]=[CH:60][C:61]2[CH:65]=[C:64]([CH2:66]O)[S:63][C:62]=2[CH:68]=1. (3) The reactants are: Cl.[F:2][C:3]1[CH:12]=[CH:11][C:10]2[NH:9][C:8](=[O:13])[C:7]3=[C:14]([CH3:17])[NH:15][N:16]=[C:6]3[C:5]=2[CH:4]=1.[O:18]1[CH:23]=[CH:22][CH2:21][CH2:20][CH2:19]1.C1(C)C=CC(S(O)(=O)=O)=CC=1. Given the product [F:2][C:3]1[CH:12]=[CH:11][C:10]2[NH:9][C:8](=[O:13])[C:7]3=[C:14]([CH3:17])[N:15]([CH:19]4[CH2:20][CH2:21][CH2:22][CH2:23][O:18]4)[N:16]=[C:6]3[C:5]=2[CH:4]=1, predict the reactants needed to synthesize it. (4) The reactants are: C(P1(=O)OP(CCC)(=O)OP(CCC)(=O)O1)CC.[O:19]=[C:20]1[NH:25][C:24]2[CH:26]=[C:27]([C:30]([OH:32])=O)[CH:28]=[CH:29][C:23]=2[O:22][CH2:21]1.[CH2:33]([O:35][C:36](=[O:48])[CH2:37][CH:38]1[NH:43][C:42]2[CH:44]=[CH:45][CH:46]=[CH:47][C:41]=2[O:40][CH2:39]1)[CH3:34]. Given the product [O:19]=[C:20]1[NH:25][C:24]2[CH:26]=[C:27]([C:30]([N:43]3[C:42]4[CH:44]=[CH:45][CH:46]=[CH:47][C:41]=4[O:40][CH2:39][CH:38]3[CH2:37][C:36]([O:35][CH2:33][CH3:34])=[O:48])=[O:32])[CH:28]=[CH:29][C:23]=2[O:22][CH2:21]1, predict the reactants needed to synthesize it. (5) The reactants are: [C:1]1([C@H:7]2[C@@H:11]([C:12]3[CH:17]=[CH:16][CH:15]=[CH:14][CH:13]=3)[N:10](C(OC(C)(C)C)=O)[C:9](SC)=[N:8]2)[CH:6]=[CH:5][CH:4]=[CH:3][CH:2]=1.[NH3:27]. Given the product [C:12]1([C@H:11]2[C@@H:7]([C:1]3[CH:2]=[CH:3][CH:4]=[CH:5][CH:6]=3)[NH:8][C:9]([NH2:10])=[N:27]2)[CH:13]=[CH:14][CH:15]=[CH:16][CH:17]=1, predict the reactants needed to synthesize it.